This data is from Kir2.1 potassium channel HTS with 301,493 compounds. The task is: Binary Classification. Given a drug SMILES string, predict its activity (active/inactive) in a high-throughput screening assay against a specified biological target. (1) The drug is Fc1c(N2CCN(CC2)C\C(C)=C\C)cccc1. The result is 0 (inactive). (2) The drug is Clc1c(cc(OCC(=O)NCCO)cc1C)C. The result is 0 (inactive).